From a dataset of Peptide-MHC class II binding affinity with 134,281 pairs from IEDB. Regression. Given a peptide amino acid sequence and an MHC pseudo amino acid sequence, predict their binding affinity value. This is MHC class II binding data. The peptide sequence is DYLKAQQNRRFMIYV. The MHC is DRB1_0701 with pseudo-sequence DRB1_0701. The binding affinity (normalized) is 0.405.